From a dataset of NCI-60 drug combinations with 297,098 pairs across 59 cell lines. Regression. Given two drug SMILES strings and cell line genomic features, predict the synergy score measuring deviation from expected non-interaction effect. Drug 1: CCC(=C(C1=CC=CC=C1)C2=CC=C(C=C2)OCCN(C)C)C3=CC=CC=C3.C(C(=O)O)C(CC(=O)O)(C(=O)O)O. Drug 2: N.N.Cl[Pt+2]Cl. Cell line: SF-268. Synergy scores: CSS=41.2, Synergy_ZIP=8.68, Synergy_Bliss=5.89, Synergy_Loewe=-15.9, Synergy_HSA=4.28.